From a dataset of NCI-60 drug combinations with 297,098 pairs across 59 cell lines. Regression. Given two drug SMILES strings and cell line genomic features, predict the synergy score measuring deviation from expected non-interaction effect. (1) Drug 1: C1=NC2=C(N1)C(=S)N=C(N2)N. Drug 2: C1CN(P(=O)(OC1)NCCCl)CCCl. Cell line: NCI/ADR-RES. Synergy scores: CSS=24.9, Synergy_ZIP=-6.21, Synergy_Bliss=-3.33, Synergy_Loewe=-31.4, Synergy_HSA=-4.08. (2) Synergy scores: CSS=-8.74, Synergy_ZIP=2.39, Synergy_Bliss=-2.85, Synergy_Loewe=-13.7, Synergy_HSA=-10.9. Drug 2: CS(=O)(=O)CCNCC1=CC=C(O1)C2=CC3=C(C=C2)N=CN=C3NC4=CC(=C(C=C4)OCC5=CC(=CC=C5)F)Cl. Cell line: RXF 393. Drug 1: COC1=NC(=NC2=C1N=CN2C3C(C(C(O3)CO)O)O)N. (3) Drug 1: CCC1(CC2CC(C3=C(CCN(C2)C1)C4=CC=CC=C4N3)(C5=C(C=C6C(=C5)C78CCN9C7C(C=CC9)(C(C(C8N6C)(C(=O)OC)O)OC(=O)C)CC)OC)C(=O)OC)O.OS(=O)(=O)O. Drug 2: C1=CC=C(C(=C1)C(C2=CC=C(C=C2)Cl)C(Cl)Cl)Cl. Cell line: OVCAR-5. Synergy scores: CSS=3.80, Synergy_ZIP=9.42, Synergy_Bliss=11.4, Synergy_Loewe=4.02, Synergy_HSA=1.19. (4) Drug 1: CC1=C2C(C(=O)C3(C(CC4C(C3C(C(C2(C)C)(CC1OC(=O)C(C(C5=CC=CC=C5)NC(=O)C6=CC=CC=C6)O)O)OC(=O)C7=CC=CC=C7)(CO4)OC(=O)C)O)C)OC(=O)C. Drug 2: CS(=O)(=O)CCNCC1=CC=C(O1)C2=CC3=C(C=C2)N=CN=C3NC4=CC(=C(C=C4)OCC5=CC(=CC=C5)F)Cl. Cell line: 786-0. Synergy scores: CSS=39.1, Synergy_ZIP=17.1, Synergy_Bliss=18.4, Synergy_Loewe=20.7, Synergy_HSA=21.1. (5) Drug 1: C1CCC(C1)C(CC#N)N2C=C(C=N2)C3=C4C=CNC4=NC=N3. Drug 2: CC1C(C(CC(O1)OC2CC(OC(C2O)C)OC3=CC4=CC5=C(C(=O)C(C(C5)C(C(=O)C(C(C)O)O)OC)OC6CC(C(C(O6)C)O)OC7CC(C(C(O7)C)O)OC8CC(C(C(O8)C)O)(C)O)C(=C4C(=C3C)O)O)O)O. Cell line: HCT116. Synergy scores: CSS=25.1, Synergy_ZIP=10.4, Synergy_Bliss=7.99, Synergy_Loewe=5.83, Synergy_HSA=5.84. (6) Drug 1: CC12CCC3C(C1CCC2=O)CC(=C)C4=CC(=O)C=CC34C. Drug 2: C1C(C(OC1N2C=NC3=C(N=C(N=C32)Cl)N)CO)O. Cell line: A498. Synergy scores: CSS=42.8, Synergy_ZIP=3.06, Synergy_Bliss=4.11, Synergy_Loewe=3.99, Synergy_HSA=4.19. (7) Drug 1: C1=NC2=C(N1)C(=S)N=C(N2)N. Drug 2: CN(CC1=CN=C2C(=N1)C(=NC(=N2)N)N)C3=CC=C(C=C3)C(=O)NC(CCC(=O)O)C(=O)O. Cell line: HCC-2998. Synergy scores: CSS=34.7, Synergy_ZIP=-2.95, Synergy_Bliss=-1.81, Synergy_Loewe=-8.59, Synergy_HSA=0.485. (8) Cell line: EKVX. Drug 1: CC12CCC3C(C1CCC2=O)CC(=C)C4=CC(=O)C=CC34C. Drug 2: C1=CC(=CC=C1CCCC(=O)O)N(CCCl)CCCl. Synergy scores: CSS=23.8, Synergy_ZIP=2.65, Synergy_Bliss=3.33, Synergy_Loewe=-23.8, Synergy_HSA=5.78.